Predict the reaction yield, written as a fraction of the theoretical maximum amount of product (1.0 means a 100% yield; for example, 0.34 means a 34% yield). From a dataset of Reaction yield outcomes from USPTO patents with 853,638 reactions. (1) The reactants are [N+:1]([C:4]1[CH:9]=[CH:8][C:7]([OH:10])=[CH:6][CH:5]=1)([O-:3])=[O:2].Cl[CH2:12][C:13]1[O:17][N:16]=[C:15]([C:18]2[CH:23]=[CH:22][CH:21]=[CH:20][CH:19]=2)[N:14]=1.C([O-])([O-])=O.[K+].[K+]. The catalyst is CC(C)=O. The product is [N+:1]([C:4]1[CH:9]=[CH:8][C:7]([O:10][CH2:12][C:13]2[O:17][N:16]=[C:15]([C:18]3[CH:19]=[CH:20][CH:21]=[CH:22][CH:23]=3)[N:14]=2)=[CH:6][CH:5]=1)([O-:3])=[O:2]. The yield is 0.920. (2) The reactants are Cl[C:2]1[CH:7]=[CH:6][N:5]=[C:4]([CH2:8][C:9]([O:11][CH3:12])=[O:10])[CH:3]=1.[O:13]1[CH2:18][CH:17]=[C:16](B2OC(C)(C)C(C)(C)O2)[CH2:15][CH2:14]1.C([O-])([O-])=O.[K+].[K+]. The catalyst is COCCOC.C1C=CC(P(C2C=CC=CC=2)[C-]2C=CC=C2)=CC=1.C1C=CC(P(C2C=CC=CC=2)[C-]2C=CC=C2)=CC=1.Cl[Pd]Cl.[Fe+2].C(Cl)Cl. The product is [O:13]1[CH2:14][CH:15]=[C:16]([C:2]2[CH:7]=[CH:6][N:5]=[C:4]([CH2:8][C:9]([O:11][CH3:12])=[O:10])[CH:3]=2)[CH2:17][CH2:18]1. The yield is 0.410.